Dataset: Forward reaction prediction with 1.9M reactions from USPTO patents (1976-2016). Task: Predict the product of the given reaction. (1) Given the reactants [Cl:1][C:2]1[N:3]=[N:4][C:5]([CH3:8])=[CH:6][CH:7]=1.[C:9](O)(=O)C.S(=O)(=O)(O)O.S(OOS([O-])(=O)=O)([O-])(=O)=O.[NH4+].[NH4+].[OH-].[NH4+], predict the reaction product. The product is: [Cl:1][C:2]1[N:3]=[N:4][C:5]([CH3:8])=[CH:6][C:7]=1[CH3:9]. (2) Given the reactants [Br:1][C:2]1[CH:7]=[CH:6][C:5]([CH:8]2[C:12](=[O:13])[CH:11]=[CH:10][CH:9]2[OH:14])=[C:4]([CH2:15][CH3:16])[CH:3]=1.S(=O)(=O)(O)O.C(O)(C)C, predict the reaction product. The product is: [Br:1][C:2]1[CH:7]=[CH:6][C:5]([CH:8]2[C:12](=[O:13])[CH:11]=[CH:10][C:9]2=[O:14])=[C:4]([CH2:15][CH3:16])[CH:3]=1. (3) Given the reactants [Si]([O:8][CH2:9][C@H:10]([NH:17][S@](C(C)(C)C)=O)[C:11]1[S:12][C:13]([Cl:16])=[CH:14][CH:15]=1)(C(C)(C)C)(C)C.[ClH:24].O1[CH2:30][CH2:29]OCC1, predict the reaction product. The product is: [NH2:17][C@H:10]([C:11]1[S:12][C:13]([Cl:16])=[CH:14][CH:15]=1)[C@@H:9]([C:30]1[CH:29]=[CH:15][CH:11]=[C:10]([Cl:24])[CH:9]=1)[OH:8].